This data is from Full USPTO retrosynthesis dataset with 1.9M reactions from patents (1976-2016). The task is: Predict the reactants needed to synthesize the given product. Given the product [CH3:16][O:15][CH2:14][CH:13]1[C:8]2([C:5]3[CH:6]=[CH:7][C:2]([N:24]4[CH2:28][CH2:27][CH2:26][C:25]4=[O:29])=[CH:3][CH:4]=3)[CH:12]1[CH2:11][N:10]([C:17]([O:19][C:20]([CH3:23])([CH3:22])[CH3:21])=[O:18])[CH2:9]2, predict the reactants needed to synthesize it. The reactants are: Br[C:2]1[CH:7]=[CH:6][C:5]([C:8]23[CH:13]([CH2:14][O:15][CH3:16])[CH:12]2[CH2:11][N:10]([C:17]([O:19][C:20]([CH3:23])([CH3:22])[CH3:21])=[O:18])[CH2:9]3)=[CH:4][CH:3]=1.[NH:24]1[CH2:28][CH2:27][CH2:26][C:25]1=[O:29].C(=O)([O-])[O-].[K+].[K+].